Task: Predict the product of the given reaction.. Dataset: Forward reaction prediction with 1.9M reactions from USPTO patents (1976-2016) (1) Given the reactants [OH:1][C@H:2]([C@@H:14]([NH:19][C:20](=[O:43])[O:21][C@H:22]([CH2:27][N:28]1[CH:32]=[CH:31][C:30]([C:33]2[CH:38]=[CH:37][C:36]([C:39]([F:42])([F:41])[F:40])=[CH:35][CH:34]=2)=[N:29]1)[C:23]([CH3:26])([CH3:25])[CH3:24])[CH2:15][CH2:16][CH2:17][CH3:18])[CH2:3][NH:4][S:5]([C:8]1[CH:13]=[CH:12][CH:11]=[CH:10][N:9]=1)(=[O:7])=[O:6].O[C@@H]([C@@H](NC(=O)O[C@H](CN1C=CC(C2C=CC(C(F)(F)F)=CC=2)=N1)C(C)(C)C)CCCC)CNS(C1C=CC=CN=1)(=O)=O.CC(OI1(OC(C)=O)(OC(C)=O)OC(=O)C2C=CC=CC1=2)=O, predict the reaction product. The product is: [N:9]1[CH:10]=[CH:11][CH:12]=[CH:13][C:8]=1[S:5]([NH:4][CH2:3][C:2]([C@@H:14]([NH:19][C:20](=[O:43])[O:21][C@H:22]([CH2:27][N:28]1[CH:32]=[CH:31][C:30]([C:33]2[CH:38]=[CH:37][C:36]([C:39]([F:42])([F:40])[F:41])=[CH:35][CH:34]=2)=[N:29]1)[C:23]([CH3:25])([CH3:26])[CH3:24])[CH2:15][CH2:16][CH2:17][CH3:18])=[O:1])(=[O:6])=[O:7]. (2) The product is: [F:18][C:16]1[CH:17]=[C:12]([N:11]2[CH2:9][C@@H:30]([CH2:31][CH2:32][OH:33])[O:34][C:35]2=[O:39])[CH:13]=[CH:14][C:15]=1[N:19]1[CH:23]=[CH:22][N:21]=[C:20]1[CH3:24]. Given the reactants C(O[C:9]([NH:11][C:12]1[CH:13]=[CH:14][C:15]([N:19]2[CH:23]=[CH:22][N:21]=[C:20]2[CH3:24])=[C:16]([F:18])[CH:17]=1)=O)C1C=CC=CC=1.C([Li])CCC.[CH2:30]([O:34][C:35](=[O:39])CCC)[C@@H:31]1[O:33][CH2:32]1.C(=O)(O)[O-].[Na+], predict the reaction product. (3) Given the reactants [C:1]([C:4]1[C:9]([NH:10][C:11]([C:13]2[S:14][CH:15]=[C:16]([CH:18]([CH3:20])[CH3:19])[N:17]=2)=O)=[CH:8][C:7]([Cl:21])=[C:6]([O:22][CH3:23])[CH:5]=1)(=[O:3])[CH3:2].C(C1N=C(C2C=C(O)C3C(=CC(OC)=CC=3)N=2)SC=1)(C)C, predict the reaction product. The product is: [Cl:21][C:7]1[CH:8]=[C:9]2[C:4]([C:1]([OH:3])=[CH:2][C:11]([C:13]3[S:14][CH:15]=[C:16]([CH:18]([CH3:20])[CH3:19])[N:17]=3)=[N:10]2)=[CH:5][C:6]=1[O:22][CH3:23].